Dataset: NCI-60 drug combinations with 297,098 pairs across 59 cell lines. Task: Regression. Given two drug SMILES strings and cell line genomic features, predict the synergy score measuring deviation from expected non-interaction effect. Drug 1: CC(C1=C(C=CC(=C1Cl)F)Cl)OC2=C(N=CC(=C2)C3=CN(N=C3)C4CCNCC4)N. Drug 2: CC1=C(C=C(C=C1)C(=O)NC2=CC(=CC(=C2)C(F)(F)F)N3C=C(N=C3)C)NC4=NC=CC(=N4)C5=CN=CC=C5. Cell line: A549. Synergy scores: CSS=15.3, Synergy_ZIP=-4.42, Synergy_Bliss=-0.137, Synergy_Loewe=-9.46, Synergy_HSA=-2.24.